Task: Predict the reaction yield, written as a fraction of the theoretical maximum amount of product (1.0 means a 100% yield; for example, 0.34 means a 34% yield).. Dataset: Reaction yield outcomes from USPTO patents with 853,638 reactions The reactants are [O:1]([C:8]1[CH:9]=[CH:10][C:11]([CH3:14])=[N:12][CH:13]=1)[C:2]1[CH:7]=[CH:6][CH:5]=[CH:4][CH:3]=1.C1C=C(Cl)C=C(C(OO)=[O:23])C=1.S(S([O-])=O)([O-])(=O)=O.[Na+].[Na+]. The product is [CH3:14][C:11]1[CH:10]=[CH:9][C:8]([O:1][C:2]2[CH:3]=[CH:4][CH:5]=[CH:6][CH:7]=2)=[CH:13][N+:12]=1[O-:23]. The catalyst is C(Cl)Cl. The yield is 0.310.